Predict which catalyst facilitates the given reaction. From a dataset of Catalyst prediction with 721,799 reactions and 888 catalyst types from USPTO. (1) Reactant: [F:1][C:2]1[CH:7]=[C:6]([F:8])[CH:5]=[CH:4][C:3]=1[NH2:9].CN(C)C=O.[CH2:15](Br)[C:16]1[CH:21]=[CH:20][CH:19]=[CH:18][CH:17]=1. Product: [CH2:15]([N:9]([CH2:15][C:16]1[CH:21]=[CH:20][CH:19]=[CH:18][CH:17]=1)[C:3]1[CH:4]=[CH:5][C:6]([F:8])=[CH:7][C:2]=1[F:1])[C:16]1[CH:21]=[CH:20][CH:19]=[CH:18][CH:17]=1. The catalyst class is: 6. (2) Reactant: [NH:1]1[C:9]2[C:4](=[CH:5][CH:6]=[CH:7][CH:8]=2)[C:3]([CH2:10][C@H:11]([NH:13][CH2:14][C:15]([F:18])([F:17])[F:16])[CH3:12])=[CH:2]1.[F:19][C:20]1[CH:27]=[C:26]([I:28])[CH:25]=[C:24]([F:29])[C:21]=1[CH:22]=O.C(O)(=O)C. Product: [F:19][C:20]1[CH:27]=[C:26]([I:28])[CH:25]=[C:24]([F:29])[C:21]=1[C@@H:22]1[C:2]2[NH:1][C:9]3[C:4]([C:3]=2[CH2:10][C@@H:11]([CH3:12])[N:13]1[CH2:14][C:15]([F:16])([F:17])[F:18])=[CH:5][CH:6]=[CH:7][CH:8]=3. The catalyst class is: 11. (3) Reactant: [CH3:1][CH:2]([CH3:21])[CH2:3][CH:4]([S:9][C:10]1[NH:14][C:13]([C:15]2[CH:20]=[CH:19][CH:18]=[CH:17][CH:16]=2)=[N:12][N:11]=1)[C:5]([O:7]C)=[O:6].CO.O1CCCC1.[Li]. Product: [CH3:1][CH:2]([CH3:21])[CH2:3][CH:4]([S:9][C:10]1[NH:14][C:13]([C:15]2[CH:16]=[CH:17][CH:18]=[CH:19][CH:20]=2)=[N:12][N:11]=1)[C:5]([OH:7])=[O:6]. The catalyst class is: 223. (4) Reactant: Br.Br.[F:3][C:4]([F:22])([F:21])[C:5]1[CH:6]=[C:7]([C:11]2[CH:20]=[CH:19][C:14]3[NH:15][C:16]([NH2:18])=[N:17][C:13]=3[CH:12]=2)[CH:8]=[CH:9][CH:10]=1.[OH:23][C:24]([CH3:41])([CH3:40])[C:25]#[C:26][C:27]1[CH:28]=[CH:29][C:30]2[N:31]([CH:34]=[C:35]([C:37](O)=[O:38])[N:36]=2)[C:32]=1[CH3:33].CN(C(ON1N=NC2C=CC=CC1=2)=[N+](C)C)C.F[P-](F)(F)(F)(F)F.CCN(C(C)C)C(C)C. Product: [F:22][C:4]([F:3])([F:21])[C:5]1[CH:6]=[C:7]([C:11]2[CH:20]=[CH:19][C:14]3[NH:15][C:16]([NH:18][C:37]([C:35]4[N:36]=[C:30]5[CH:29]=[CH:28][C:27]([C:26]#[C:25][C:24]([OH:23])([CH3:41])[CH3:40])=[C:32]([CH3:33])[N:31]5[CH:34]=4)=[O:38])=[N:17][C:13]=3[CH:12]=2)[CH:8]=[CH:9][CH:10]=1. The catalyst class is: 18. (5) Reactant: [C:1]([NH:4][CH:5]([C:11]([O:13][CH2:14][CH3:15])=[O:12])[C:6]([O:8][CH2:9][CH3:10])=[O:7])(=[O:3])[CH3:2].[O-]CC.[Na+].[N+:20]([C:23]1[CH:30]=[CH:29][CH:28]=[CH:27][C:24]=1[CH2:25]Cl)([O-:22])=[O:21].[I-].[K+]. Product: [CH2:9]([O:8][C:6](=[O:7])[C:5]([NH:4][C:1](=[O:3])[CH3:2])([CH2:25][C:24]1[CH:27]=[CH:28][CH:29]=[CH:30][C:23]=1[N+:20]([O-:22])=[O:21])[C:11]([O:13][CH2:14][CH3:15])=[O:12])[CH3:10]. The catalyst class is: 40. (6) Reactant: [N:1]([CH2:4][C:5]([NH:7][CH2:8][C:9](=[O:20])[C:10]1[CH:15]=[C:14]([O:16][CH3:17])[CH:13]=[CH:12][C:11]=1[O:18][CH3:19])=[O:6])=[N+:2]=[N-:3].[BH4-].[Na+].C(O)(=O)C. Product: [N:1]([CH2:4][C:5]([NH:7][CH2:8][CH:9]([OH:20])[C:10]1[CH:15]=[C:14]([O:16][CH3:17])[CH:13]=[CH:12][C:11]=1[O:18][CH3:19])=[O:6])=[N+:2]=[N-:3]. The catalyst class is: 5. (7) Reactant: [F:1][C:2]1[CH:3]=[N:4][CH:5]=[CH:6][C:7]=1[C:8]1[C:13]([C:14]2[C:23]3[C:18](=[CH:19][CH:20]=[CH:21][CH:22]=3)[CH:17]=[CH:16][CH:15]=2)=[N:12][NH:11][C:10](=O)[CH:9]=1.O=P(Cl)(Cl)[Cl:27].[OH-].[Na+]. Product: [Cl:27][C:10]1[N:11]=[N:12][C:13]([C:14]2[C:23]3[C:18](=[CH:19][CH:20]=[CH:21][CH:22]=3)[CH:17]=[CH:16][CH:15]=2)=[C:8]([C:7]2[CH:6]=[CH:5][N:4]=[CH:3][C:2]=2[F:1])[CH:9]=1. The catalyst class is: 10. (8) Reactant: [NH2:1][CH2:2][CH2:3][CH2:4][C@@:5]1([C:11]([OH:13])=[O:12])[CH2:9][CH2:8][CH2:7][C@@H:6]1[SH:10].[C:14]1([S:20]([OH:23])(=[O:22])=[O:21])[CH:19]=[CH:18][CH:17]=[CH:16][CH:15]=1. Product: [S:20]([C:14]1[CH:19]=[CH:18][CH:17]=[CH:16][CH:15]=1)([OH:23])(=[O:22])=[O:21].[NH2:1][CH2:2][CH2:3][CH2:4][C@@:5]1([C:11]([OH:13])=[O:12])[CH2:9][CH2:8][CH2:7][C@@H:6]1[SH:10]. The catalyst class is: 6. (9) Reactant: [C:1]([O:5][C:6]([N:8]([CH2:35][CH2:36][CH3:37])[C@@H:9]([CH2:21][CH2:22][C:23]1[N:27]([CH2:28][CH2:29][CH3:30])[C:26]2[CH:31]=[CH:32][CH:33]=[CH:34][C:25]=2[N:24]=1)[C:10]([NH:12][O:13]CC1C=CC=CC=1)=[O:11])=[O:7])([CH3:4])([CH3:3])[CH3:2]. Product: [C:1]([O:5][C:6]([N:8]([CH2:35][CH2:36][CH3:37])[C@@H:9]([CH2:21][CH2:22][C:23]1[N:27]([CH2:28][CH2:29][CH3:30])[C:26]2[CH:31]=[CH:32][CH:33]=[CH:34][C:25]=2[N:24]=1)[C:10]([NH:12][OH:13])=[O:11])=[O:7])([CH3:2])([CH3:3])[CH3:4]. The catalyst class is: 178. (10) Reactant: [Cl-].O[NH3+:3].[C:4](=[O:7])([O-])[OH:5].[Na+].CS(C)=O.[CH2:13]([C:17]1[N:18]=[C:19]([O:45][CH3:46])[N:20]([C:39]2[CH:44]=[CH:43][CH:42]=[CH:41][CH:40]=2)[C:21](=[O:38])[C:22]=1[CH2:23][C:24]1[CH:29]=[CH:28][C:27]([C:30]2[C:31]([C:36]#[N:37])=[CH:32][CH:33]=[CH:34][CH:35]=2)=[CH:26][CH:25]=1)[CH2:14][CH2:15][CH3:16]. Product: [CH2:13]([C:17]1[N:18]=[C:19]([O:45][CH3:46])[N:20]([C:39]2[CH:40]=[CH:41][CH:42]=[CH:43][CH:44]=2)[C:21](=[O:38])[C:22]=1[CH2:23][C:24]1[CH:29]=[CH:28][C:27]([C:30]2[CH:35]=[CH:34][CH:33]=[CH:32][C:31]=2[C:36]2[NH:3][C:4](=[O:7])[O:5][N:37]=2)=[CH:26][CH:25]=1)[CH2:14][CH2:15][CH3:16]. The catalyst class is: 13.